This data is from Full USPTO retrosynthesis dataset with 1.9M reactions from patents (1976-2016). The task is: Predict the reactants needed to synthesize the given product. Given the product [CH3:12][O:1][C:2]1[CH:9]=[CH:8][C:7]([O:10][CH3:11])=[CH:6][C:3]=1[CH:4]=[O:5], predict the reactants needed to synthesize it. The reactants are: [OH:1][C:2]1[CH:9]=[CH:8][C:7]([O:10][CH3:11])=[CH:6][C:3]=1[CH:4]=[O:5].[CH3:12]OS(OC)(=O)=O.